Predict the product of the given reaction. From a dataset of Forward reaction prediction with 1.9M reactions from USPTO patents (1976-2016). (1) Given the reactants [OH:1][CH2:2][C@@H:3]([C@H:5]([C@@H:7]([C@@H:9]([CH2:11][OH:12])[OH:10])[OH:8])[OH:6])[OH:4].C(O)[C@@H]([C@H]([C@@H]([C@H](CO)O)O)O)O, predict the reaction product. The product is: [OH:1][CH2:2][C:3]([C@H:5]([C@@H:7]([C@H:9]([CH2:11][OH:12])[OH:10])[OH:8])[OH:6])=[O:4]. (2) Given the reactants [F:1][C:2]1[CH:7]=[CH:6][C:5]([F:8])=[CH:4][C:3]=1[OH:9].[C:10]([NH:17][CH2:18][CH2:19][CH2:20]O)([O:12][C:13]([CH3:16])([CH3:15])[CH3:14])=[O:11].C1(P(C2C=CC=CC=2)C2C=CC=CC=2)C=CC=CC=1.N(C(OC(C)C)=O)=NC(OC(C)C)=O, predict the reaction product. The product is: [F:1][C:2]1[CH:7]=[CH:6][C:5]([F:8])=[CH:4][C:3]=1[O:9][CH2:20][CH2:19][CH2:18][NH:17][C:10](=[O:11])[O:12][C:13]([CH3:16])([CH3:15])[CH3:14]. (3) Given the reactants Cl[C:2]1[N:3]([CH2:19][C:20]2[CH:25]=[CH:24][C:23]([C:26]3[CH:31]=[CH:30][CH:29]=[C:28]([F:32])[N:27]=3)=[CH:22][CH:21]=2)[N:4]=[C:5]2[N:10]3[C@H:11]4[CH2:16][CH2:15][CH2:14][C@H:12]4[N:13]=[C:9]3[N:8]([CH3:17])[C:7](=[O:18])[C:6]=12.[CH:33]1([OH:39])[CH2:38][CH2:37][CH2:36][CH2:35][CH2:34]1.C([O-])([O-])=O.[Cs+].[Cs+], predict the reaction product. The product is: [CH:33]1([O:39][C:2]2[N:3]([CH2:19][C:20]3[CH:25]=[CH:24][C:23]([C:26]4[CH:31]=[CH:30][CH:29]=[C:28]([F:32])[N:27]=4)=[CH:22][CH:21]=3)[N:4]=[C:5]3[N:10]4[C@H:11]5[CH2:16][CH2:15][CH2:14][C@H:12]5[N:13]=[C:9]4[N:8]([CH3:17])[C:7](=[O:18])[C:6]=23)[CH2:38][CH2:37][CH2:36][CH2:35][CH2:34]1. (4) Given the reactants [Cl:1][C:2]1[CH:3]=[N+:4]([O-:49])[CH:5]=[C:6]([Cl:48])[C:7]=1[CH2:8][C@H:9]([O:20][C:21]([C:23]1[S:24][C:25]([CH2:28][NH:29][CH:30]([C:42]2[CH:47]=[CH:46][CH:45]=[CH:44][CH:43]=2)[C:31](=[O:41])[O:32][C@@H:33]2[CH:38]3[CH2:39][CH2:40][N:35]([CH2:36][CH2:37]3)[CH2:34]2)=[CH:26][CH:27]=1)=[O:22])[C:10]1[CH:15]=[CH:14][C:13]([O:16][CH3:17])=[C:12]([O:18][CH3:19])[CH:11]=1.[CH:50](=O)[CH3:51].C(O)(=O)C.C(O[BH-](OC(=O)C)OC(=O)C)(=O)C.[Na+], predict the reaction product. The product is: [Cl:1][C:2]1[CH:3]=[N+:4]([O-:49])[CH:5]=[C:6]([Cl:48])[C:7]=1[CH2:8][C@H:9]([O:20][C:21]([C:23]1[S:24][C:25]([CH2:28][N:29]([CH2:50][CH3:51])[CH:30]([C:42]2[CH:43]=[CH:44][CH:45]=[CH:46][CH:47]=2)[C:31](=[O:41])[O:32][C@@H:33]2[CH:38]3[CH2:37][CH2:36][N:35]([CH2:40][CH2:39]3)[CH2:34]2)=[CH:26][CH:27]=1)=[O:22])[C:10]1[CH:15]=[CH:14][C:13]([O:16][CH3:17])=[C:12]([O:18][CH3:19])[CH:11]=1. (5) The product is: [CH3:1][CH:2]([O:4][C:5]1[C:6]2[CH2:7][CH2:8][CH2:9][C:10](=[O:15])[NH:16][C:11]=2[CH:12]=[CH:13][CH:14]=1)[CH3:3]. Given the reactants [CH3:1][CH:2]([O:4][C:5]1[CH:14]=[CH:13][CH:12]=[C:11]2[C:6]=1[CH2:7][CH2:8][CH2:9][C:10]2=[O:15])[CH3:3].[N-:16]=[N+]=[N-].[Na+].O.C(=O)([O-])[O-].[K+].[K+], predict the reaction product. (6) The product is: [C:23]1([C@@H:6]([C@H:7]([O:21][CH3:22])[C@H:8]([O:11][CH2:12][C:13]2[CH:14]=[CH:15][C:16]([O:19][CH3:20])=[CH:17][CH:18]=2)[CH:9]=[CH2:10])[C:5](=[O:41])[CH:30]=[CH2:31])[CH2:28][CH2:27][CH2:26][CH2:25][CH:24]=1. Given the reactants COCN[C:5](=O)[C@@H:6]([C:23]1[CH2:28][CH2:27][CH2:26][CH2:25][CH:24]=1)[C@H:7]([O:21][CH3:22])[C@H:8]([O:11][CH2:12][C:13]1[CH:18]=[CH:17][C:16]([O:19][CH3:20])=[CH:15][CH:14]=1)[CH:9]=[CH2:10].[CH:30]([Mg]Br)=[CH2:31].[NH4+].[Cl-].C1COCC1.[OH2:41], predict the reaction product.